Task: Binary Classification. Given a drug SMILES string, predict its activity (active/inactive) in a high-throughput screening assay against a specified biological target.. Dataset: Serine/threonine kinase 33 screen with 319,792 compounds (1) The molecule is Clc1c(NC(=O)CSc2cc(ccc2)C(F)(F)F)cc(S(=O)(=O)N2CCCC2)cc1. The result is 0 (inactive). (2) The compound is O1CCN(CCCNC(=O)/C=C\c2c(nn(c2)c2ccccc2)c2cc3OCCOc3cc2)CC1. The result is 0 (inactive). (3) The molecule is Clc1ccc(NC(/SC)=N/S(=O)(=O)c2sccc2)cc1. The result is 0 (inactive). (4) The molecule is Clc1ccc(Oc2ccc(NC(=O)CN(C)C)cc2)cc1. The result is 0 (inactive).